From a dataset of Forward reaction prediction with 1.9M reactions from USPTO patents (1976-2016). Predict the product of the given reaction. (1) The product is: [F:13][B-:14]([F:17])([F:16])[F:15].[Cl:1][C:2]1[CH:3]=[C:4]([N+:5]#[N:9])[CH:6]=[CH:7][CH:8]=1. Given the reactants [Cl:1][C:2]1[CH:3]=[C:4]([CH:6]=[CH:7][CH:8]=1)[NH2:5].[N:9]([O-])=O.[Na+].[F:13][B-:14]([F:17])([F:16])[F:15].[Na+], predict the reaction product. (2) Given the reactants [C:1]([C:5]1[CH:10]=[CH:9][C:8]([C:11]2[N:12]([C:32](Cl)=[O:33])[C:13]([C:25]3[CH:30]=[CH:29][C:28]([Cl:31])=[CH:27][CH:26]=3)([CH3:24])[C:14]([C:17]3[CH:22]=[CH:21][C:20]([Cl:23])=[CH:19][CH:18]=3)([CH3:16])[N:15]=2)=[C:7]([O:35][CH:36]([CH3:38])[CH3:37])[CH:6]=1)([CH3:4])([CH3:3])[CH3:2].[O:39]1[CH2:43][CH2:42][CH2:41][CH:40]1[CH2:44][N:45]1[CH2:50][CH2:49][NH:48][CH2:47][CH2:46]1, predict the reaction product. The product is: [C:1]([C:5]1[CH:10]=[CH:9][C:8]([C:11]2[N:12]([C:32]([N:48]3[CH2:47][CH2:46][N:45]([CH2:44][CH:40]4[CH2:41][CH2:42][CH2:43][O:39]4)[CH2:50][CH2:49]3)=[O:33])[C@@:13]([C:25]3[CH:30]=[CH:29][C:28]([Cl:31])=[CH:27][CH:26]=3)([CH3:24])[C@@:14]([C:17]3[CH:18]=[CH:19][C:20]([Cl:23])=[CH:21][CH:22]=3)([CH3:16])[N:15]=2)=[C:7]([O:35][CH:36]([CH3:38])[CH3:37])[CH:6]=1)([CH3:2])([CH3:3])[CH3:4].